From a dataset of Reaction yield outcomes from USPTO patents with 853,638 reactions. Predict the reaction yield, written as a fraction of the theoretical maximum amount of product (1.0 means a 100% yield; for example, 0.34 means a 34% yield). (1) The reactants are [CH2:1]([O:4][C:5]1([CH3:45])[CH2:10][CH2:9][N:8]([C:11]2[N:16]3[N:17]=[C:18]([CH2:20][O:21][CH2:22][C:23]4[CH:28]=[CH:27][CH:26]=[CH:25][C:24]=4[CH2:29][CH2:30][CH:31]=[CH2:32])[CH:19]=[C:15]3[N:14]=[C:13]([CH3:33])[C:12]=2[C@H:34]([O:40][C:41]([CH3:44])([CH3:43])[CH3:42])[C:35]([O:37][CH2:38][CH3:39])=[O:36])[CH2:7][CH2:6]1)C=C.[BH4-].[Na+]. The catalyst is C1(C)C=C(C)C=C(C)C=1N1CCN(C2C(C)=CC(C)=CC=2C)C1=[Ru](Cl)(Cl)=CC1C=CC=CC=1OC(C)C. The product is [C:41]([O:40][C@@H:34]([C:12]1[C:13]([CH3:33])=[N:14][C:15]2=[CH:19][C:18]3=[N:17][N:16]2[C:11]=1[N:8]1[CH2:9][CH2:10][C:5]([CH3:45])([O:4][CH2:1][CH2:32][CH2:31][CH2:30][CH2:29][C:24]2[CH:25]=[CH:26][CH:27]=[CH:28][C:23]=2[CH2:22][O:21][CH2:20]3)[CH2:6][CH2:7]1)[C:35]([O:37][CH2:38][CH3:39])=[O:36])([CH3:44])([CH3:42])[CH3:43]. The yield is 0.700. (2) The reactants are Br[C:2]1[CH:20]=[CH:19][C:5]2[CH:6]=[C:7]([C:14]([O:16][CH2:17][CH3:18])=[O:15])[CH2:8][C:9]3[N:10]([CH2:11][CH2:12][N:13]=3)[C:4]=2[CH:3]=1.[N:21]1([C:26]([C:28]2[CH:33]=[CH:32][C:31](B(O)O)=[CH:30][CH:29]=2)=[O:27])[CH2:25][CH2:24][CH2:23][CH2:22]1.C([O-])([O-])=O.[Cs+].[Cs+].O. The catalyst is CCO.C1C=CC([P]([Pd]([P](C2C=CC=CC=2)(C2C=CC=CC=2)C2C=CC=CC=2)([P](C2C=CC=CC=2)(C2C=CC=CC=2)C2C=CC=CC=2)[P](C2C=CC=CC=2)(C2C=CC=CC=2)C2C=CC=CC=2)(C2C=CC=CC=2)C2C=CC=CC=2)=CC=1. The product is [N:21]1([C:26]([C:28]2[CH:33]=[CH:32][C:31]([C:2]3[CH:20]=[CH:19][C:5]4[CH:6]=[C:7]([C:14]([O:16][CH2:17][CH3:18])=[O:15])[CH2:8][C:9]5[N:10]([CH2:11][CH2:12][N:13]=5)[C:4]=4[CH:3]=3)=[CH:30][CH:29]=2)=[O:27])[CH2:22][CH2:23][CH2:24][CH2:25]1. The yield is 0.600. (3) The reactants are Cl[C:2]1[C:7]([C:8]([NH2:10])=[O:9])=[CH:6][C:5]([Cl:11])=[CH:4][N:3]=1.[O:12]([C:19]1[CH:24]=[CH:23][C:22]([OH:25])=[CH:21][CH:20]=1)[C:13]1[CH:18]=[CH:17][CH:16]=[CH:15][CH:14]=1.C([O-])([O-])=O.[Cs+].[Cs+]. The catalyst is CN(C)C=O.O. The product is [Cl:11][C:5]1[CH:6]=[C:7]([C:8]([NH2:10])=[O:9])[C:2]([O:25][C:22]2[CH:21]=[CH:20][C:19]([O:12][C:13]3[CH:18]=[CH:17][CH:16]=[CH:15][CH:14]=3)=[CH:24][CH:23]=2)=[N:3][CH:4]=1. The yield is 0.830.